From a dataset of Forward reaction prediction with 1.9M reactions from USPTO patents (1976-2016). Predict the product of the given reaction. (1) Given the reactants [NH2:1][CH:2]1[C:14]2[CH:13]=[CH:12][CH:11]=[CH:10][C:9]=2[C:8]2[C:3]1=[CH:4][CH:5]=[CH:6][CH:7]=2.[CH3:15][N:16]([CH3:30])[C:17]1([C:24]2[CH:29]=[CH:28][CH:27]=[CH:26][CH:25]=2)[CH2:22][CH2:21][C:20](=O)[CH2:19][CH2:18]1.C(O)(=O)C, predict the reaction product. The product is: [CH:13]1[C:14]2[CH:2]([NH:1][CH:20]3[CH2:19][CH2:18][C:17]([C:24]4[CH:25]=[CH:26][CH:27]=[CH:28][CH:29]=4)([N:16]([CH3:30])[CH3:15])[CH2:22][CH2:21]3)[C:3]3[C:8](=[CH:7][CH:6]=[CH:5][CH:4]=3)[C:9]=2[CH:10]=[CH:11][CH:12]=1. (2) Given the reactants [K].[NH2-].[K+].[CH:4]1[C:13]2[C:8](=[CH:9][CH:10]=[C:11]([C:14]([OH:16])=[O:15])[CH:12]=2)[CH:7]=[CH:6][N:5]=1.C([N:19](CC)CCN(CC)CC)C.[NH4+].[K+].C1C2C(=CC=C(C([O-])=O)C=2)C=CN=1.Cl, predict the reaction product. The product is: [NH2:19][C:4]1[C:13]2[C:8](=[CH:9][CH:10]=[C:11]([C:14]([OH:16])=[O:15])[CH:12]=2)[CH:7]=[CH:6][N:5]=1. (3) Given the reactants [C:1](Cl)(=O)[C:2]([Cl:4])=[O:3].[C:7]([C:15]1[CH:23]=[CH:22]C(C(O)=O)=[CH:17][CH:16]=1)(=[O:14])[C:8]1[CH:13]=[CH:12][CH:11]=[CH:10][CH:9]=1.CN(C)C=O, predict the reaction product. The product is: [C:7]([C:15]1[CH:23]=[CH:22][C:1]([C:2]([Cl:4])=[O:3])=[CH:17][CH:16]=1)(=[O:14])[C:8]1[CH:13]=[CH:12][CH:11]=[CH:10][CH:9]=1. (4) The product is: [CH3:36][O:35][CH2:34][CH2:33][C:18]1[C:17]([CH2:16][O:15][C:11]2[CH:10]=[C:9]3[C:14](=[CH:13][CH:12]=2)[N:6]([CH2:5][C:4]([OH:37])=[O:3])[CH:7]=[CH:8]3)=[CH:22][N:21]=[C:20]([C:23]2[CH:24]=[CH:25][C:26]([C:29]([F:32])([F:30])[F:31])=[CH:27][CH:28]=2)[N:19]=1. Given the reactants C([O:3][C:4](=[O:37])[CH2:5][N:6]1[C:14]2[C:9](=[CH:10][C:11]([O:15][CH2:16][C:17]3[C:18]([CH2:33][CH2:34][O:35][CH3:36])=[N:19][C:20]([C:23]4[CH:28]=[CH:27][C:26]([C:29]([F:32])([F:31])[F:30])=[CH:25][CH:24]=4)=[N:21][CH:22]=3)=[CH:12][CH:13]=2)[CH:8]=[CH:7]1)C.[OH-].[Li+], predict the reaction product. (5) Given the reactants [OH:1][CH2:2][C:3]([CH2:8][OH:9])([CH3:7])[C:4]([OH:6])=[O:5].C1(C)C=CC(S(O)(=O)=O)=CC=1.[Cl:21][C:22]1[CH:27]=[CH:26][C:25]([C:28]([C:33]2[CH:38]=[CH:37][C:36]([Cl:39])=[CH:35][CH:34]=2)(OC)OC)=[CH:24][CH:23]=1, predict the reaction product. The product is: [Cl:21][C:22]1[CH:23]=[CH:24][C:25]([C:28]2([C:33]3[CH:38]=[CH:37][C:36]([Cl:39])=[CH:35][CH:34]=3)[O:9][CH2:8][C:3]([CH3:7])([C:4]([OH:6])=[O:5])[CH2:2][O:1]2)=[CH:26][CH:27]=1. (6) Given the reactants N1[C:5]2[CH2:6][CH2:7][CH2:8][CH2:9][CH2:10][CH2:11][CH2:12][CH2:13][CH2:14][C:4]=2N=C1.[O:15]1[C:19]2CCCCCCCCCCCCC[C:18]=2N=C1, predict the reaction product. The product is: [CH:13]1(/[CH:12]=[C:11](\[CH2:10][CH2:9][CH2:8][CH2:7][CH2:6][CH3:5])/[C:19](=[O:15])[CH3:18])[CH2:14][CH2:4]1. (7) Given the reactants Cl.[CH3:2][N:3](C)[OH:4].Cl[CH2:7]Cl.[CH3:9][N:10]([CH3:14])[C:11](Cl)=[O:12], predict the reaction product. The product is: [CH3:7][O:4][N:3]([CH3:2])[C:11]([N:10]([CH3:14])[CH3:9])=[O:12]. (8) The product is: [I:15][N:5]1[C:6](=[O:7])[C:8]([CH3:10])([CH3:9])[N:2]([CH3:1])[C:3]1=[O:4]. Given the reactants [CH3:1][N:2]1[C:8]([CH3:10])([CH3:9])[C:6](=[O:7])[NH:5][C:3]1=[O:4].C(O[I:15](C1C=CC=CC=1)OC(=O)C)(=O)C.II, predict the reaction product. (9) Given the reactants C[O:2][C:3](=[O:35])[CH2:4][C:5]1[CH:6]=[N:7][CH:8]=[C:9]([C:11]2[CH:16]=[CH:15][C:14]([C:17]([F:20])([F:19])[F:18])=[CH:13][C:12]=2[CH2:21][N:22]([C:25]([O:27][CH2:28][C:29]2[CH:34]=[CH:33][CH:32]=[CH:31][CH:30]=2)=[O:26])[CH2:23][CH3:24])[CH:10]=1.O.[OH-].[Li+].C(O)(=O)CC(CC(O)=O)(C(O)=O)O, predict the reaction product. The product is: [CH2:28]([O:27][C:25]([N:22]([CH2:21][C:12]1[CH:13]=[C:14]([C:17]([F:18])([F:19])[F:20])[CH:15]=[CH:16][C:11]=1[C:9]1[CH:10]=[C:5]([CH2:4][C:3]([OH:35])=[O:2])[CH:6]=[N:7][CH:8]=1)[CH2:23][CH3:24])=[O:26])[C:29]1[CH:30]=[CH:31][CH:32]=[CH:33][CH:34]=1.